This data is from Full USPTO retrosynthesis dataset with 1.9M reactions from patents (1976-2016). The task is: Predict the reactants needed to synthesize the given product. (1) The reactants are: [NH2:1][C:2]1[N:7]=[CH:6][N:5]=[C:4]2[N:8]([CH:12]([C:14]3[CH:21]=[C:20]([Cl:22])[C:17]([C:18]#[N:19])=[C:16]([CH:23]4[CH2:26][NH:25][CH2:24]4)[C:15]=3[O:27][CH2:28][CH3:29])[CH3:13])[N:9]=[C:10]([CH3:11])[C:3]=12.C(N(CC)CC)C.Br[CH2:38][CH2:39][OH:40].C(=O)(O)[O-].[Na+]. Given the product [NH2:1][C:2]1[N:7]=[CH:6][N:5]=[C:4]2[N:8]([CH:12]([C:14]3[CH:21]=[C:20]([Cl:22])[C:17]([C:18]#[N:19])=[C:16]([CH:23]4[CH2:24][N:25]([CH2:38][CH2:39][OH:40])[CH2:26]4)[C:15]=3[O:27][CH2:28][CH3:29])[CH3:13])[N:9]=[C:10]([CH3:11])[C:3]=12, predict the reactants needed to synthesize it. (2) Given the product [F:1][C:2]1[C:3]([C:9]2[N:13]([CH:14]3[CH2:19][CH2:18][O:17][CH2:16][CH2:15]3)[C:12]([CH3:20])=[N:11][CH:10]=2)=[N:4][C:5]([NH:8][C:22]2[CH:27]=[CH:26][C:25]([S:28]([N:31]3[CH2:36][CH2:35][O:34][CH2:33][C@H:32]3[CH3:37])(=[O:29])=[O:30])=[CH:24][CH:23]=2)=[N:6][CH:7]=1, predict the reactants needed to synthesize it. The reactants are: [F:1][C:2]1[C:3]([C:9]2[N:13]([CH:14]3[CH2:19][CH2:18][O:17][CH2:16][CH2:15]3)[C:12]([CH3:20])=[N:11][CH:10]=2)=[N:4][C:5]([NH2:8])=[N:6][CH:7]=1.Br[C:22]1[CH:27]=[CH:26][C:25]([S:28]([N:31]2[CH2:36][CH2:35][O:34][CH2:33][C@H:32]2[CH3:37])(=[O:30])=[O:29])=[CH:24][CH:23]=1.C([O-])([O-])=O.[Cs+].[Cs+].CC(C1C=C(C(C)C)C(C2C=CC=CC=2P(C2CCCCC2)C2CCCCC2)=C(C(C)C)C=1)C. (3) Given the product [Cl:21][C:14]1[C:15]([F:20])=[CH:16][CH:17]=[C:18]([F:19])[C:13]=1[CH2:12][N:7]1[CH2:8][CH2:9][CH2:10][NH:11][C:5]2[N:4]=[CH:3][C:2]([C:38]3[CH:39]=[C:34]([CH:35]=[CH:36][CH:37]=3)[C:32]([NH:31][CH2:30][CH2:29][N:26]3[CH2:25][CH2:24][O:23][CH2:28][CH2:27]3)=[O:33])=[N:22][C:6]1=2, predict the reactants needed to synthesize it. The reactants are: Br[C:2]1[CH:3]=[N:4][C:5]2[NH:11][CH2:10][CH2:9][CH2:8][N:7]([CH2:12][C:13]3[C:18]([F:19])=[CH:17][CH:16]=[C:15]([F:20])[C:14]=3[Cl:21])[C:6]=2[N:22]=1.[O:23]1[CH2:28][CH2:27][N:26]([CH2:29][CH2:30][NH:31][C:32]([C:34]2[CH:35]=[C:36](B(O)O)[CH:37]=[CH:38][CH:39]=2)=[O:33])[CH2:25][CH2:24]1. (4) Given the product [Br:13][C:12]1[C:8]([C:4]2[CH:3]=[C:2]([NH:1][C:32](=[O:33])[CH2:31][C:28]3[CH:29]=[CH:30][C:25]([O:24][C:23]([F:35])([F:22])[F:36])=[CH:26][CH:27]=3)[CH:7]=[CH:6][CH:5]=2)=[N:9][N:10]([CH3:14])[CH:11]=1, predict the reactants needed to synthesize it. The reactants are: [NH2:1][C:2]1[CH:3]=[C:4]([C:8]2[C:12]([Br:13])=[CH:11][N:10]([CH3:14])[N:9]=2)[CH:5]=[CH:6][CH:7]=1.C(N(CC)CC)C.[F:22][C:23]([F:36])([F:35])[O:24][C:25]1[CH:30]=[CH:29][C:28]([CH2:31][C:32](O)=[O:33])=[CH:27][CH:26]=1.CN(C(ON1N=NC2C=CC=CC1=2)=[N+](C)C)C.F[P-](F)(F)(F)(F)F.C1C=CC2N(O)N=NC=2C=1.